Dataset: Full USPTO retrosynthesis dataset with 1.9M reactions from patents (1976-2016). Task: Predict the reactants needed to synthesize the given product. (1) Given the product [CH3:12][N:13]([CH:15]=[N:9][C:1](=[O:8])[C:2]1[CH:7]=[CH:6][CH:5]=[CH:4][CH:3]=1)[CH3:14], predict the reactants needed to synthesize it. The reactants are: [C:1]([NH2:9])(=[O:8])[C:2]1[CH:7]=[CH:6][CH:5]=[CH:4][CH:3]=1.CO[CH:12](OC)[N:13]([CH3:15])[CH3:14]. (2) Given the product [F:24][C:19]1[CH:20]=[CH:21][CH:22]=[CH:23][C:18]=1[CH2:17][N:10]1[C:11]2=[N:12][CH:13]=[CH:14][CH:15]=[C:16]2[C:8]([C:5]2[N:6]=[N:7][C:2]([C:33]3[C:28]([O:27][CH3:26])=[N:29][CH:30]=[CH:31][CH:32]=3)=[C:3]([NH2:25])[N:4]=2)=[N:9]1, predict the reactants needed to synthesize it. The reactants are: Cl[C:2]1[N:7]=[N:6][C:5]([C:8]2[C:16]3[C:11](=[N:12][CH:13]=[CH:14][CH:15]=3)[N:10]([CH2:17][C:18]3[CH:23]=[CH:22][CH:21]=[CH:20][C:19]=3[F:24])[N:9]=2)=[N:4][C:3]=1[NH2:25].[CH3:26][O:27][C:28]1[C:33](B(O)O)=[CH:32][CH:31]=[CH:30][N:29]=1.C(=O)([O-])[O-].[K+].[K+].C1(P(C2CCCCC2)C2CCCCC2)CCCCC1. (3) The reactants are: [CH3:1][O:2][C:3]1[CH:4]=[C:5]2[C:9](=[CH:10][C:11]=1[O:12][CH3:13])[CH:8]([NH:14][C:15]([NH:17][C:18]1[CH:26]=[CH:25][CH:24]=[C:23]3[C:19]=1[CH:20]=[N:21][NH:22]3)=[O:16])[CH2:7][CH2:6]2.[C:27](Cl)(=[O:29])[CH3:28].C(OCC)(=O)C. Given the product [C:27]([N:22]1[C:23]2[C:19](=[C:18]([NH:17][C:15]([NH:14][CH:8]3[C:9]4[C:5](=[CH:4][C:3]([O:2][CH3:1])=[C:11]([O:12][CH3:13])[CH:10]=4)[CH2:6][CH2:7]3)=[O:16])[CH:26]=[CH:25][CH:24]=2)[CH:20]=[N:21]1)(=[O:29])[CH3:28], predict the reactants needed to synthesize it.